This data is from Experimentally validated miRNA-target interactions with 360,000+ pairs, plus equal number of negative samples. The task is: Binary Classification. Given a miRNA mature sequence and a target amino acid sequence, predict their likelihood of interaction. The miRNA is mmu-miR-2139 with sequence AGCUGCGCUGCUCCUGGUAACUGC. The protein sequence of the target gene is MPKFKAARGVGGQEKHAPLADQILAGNAVRAGVREKRRGRGTGEAEEEYVGPRLSRRILQQARQQQEELEAEHGTGDKPAAPRERTTRLGPRMPQDGSDDEDEEWPTLEKAATMTAAGHHAEVVVDPEDERAIEMFMNKNPPARRTLADIIMEKLTEKQTEVETVMSEVSGFPMPQLDPRVLEVYRGVREVLSKYRSGKLPKAFKIIPALSNWEQILYVTEPEAWTAAAMYQATRIFASNLKERMAQRFYNLVLLPRVRDDVAEYKRLNFHLYMALKKALFKPGAWFKGILIPLCESGTC.... Result: 0 (no interaction).